This data is from Reaction yield outcomes from USPTO patents with 853,638 reactions. The task is: Predict the reaction yield, written as a fraction of the theoretical maximum amount of product (1.0 means a 100% yield; for example, 0.34 means a 34% yield). The reactants are N(C(OCC)=O)=NC(OCC)=O.[Br:13][C:14]1[CH:33]=[CH:32][C:17]([NH:18][C:19]2[C:28]3[C:23](=[CH:24][C:25]([OH:31])=[C:26]([O:29][CH3:30])[CH:27]=3)[N:22]=[CH:21][N:20]=2)=[C:16]([F:34])[CH:15]=1.C1(P(C2C=CC=CC=2)C2C=CC=CC=2)C=CC=CC=1.O[CH2:55][CH2:56][N:57]1[CH2:61][CH2:60][CH2:59][C:58]1=[O:62].C(Cl)[Cl:64]. No catalyst specified. The product is [ClH:64].[Br:13][C:14]1[CH:33]=[CH:32][C:17]([NH:18][C:19]2[C:28]3[C:23](=[CH:24][C:25]([O:31][CH2:55][CH2:56][N:57]4[CH2:61][CH2:60][CH2:59][C:58]4=[O:62])=[C:26]([O:29][CH3:30])[CH:27]=3)[N:22]=[CH:21][N:20]=2)=[C:16]([F:34])[CH:15]=1. The yield is 0.600.